This data is from Catalyst prediction with 721,799 reactions and 888 catalyst types from USPTO. The task is: Predict which catalyst facilitates the given reaction. (1) Reactant: Br[C:2]1[CH:3]=[C:4]([C:8]2[C:20]([C:21]3[CH:26]=[CH:25][N:24]=[C:23]([NH:27][C:28]4[CH:33]=[CH:32][CH:31]=[C:30]([F:34])[CH:29]=4)[N:22]=3)=[C:11]3[CH:12]=[CH:13][C:14]([C:16]([F:19])([F:18])[F:17])=[CH:15][N:10]3[N:9]=2)[CH:5]=[CH:6][CH:7]=1.C([O-])([O-])=O.[Cs+].[Cs+].CC1(C)C2C(=C(P(C3C=CC=CC=3)C3C=CC=CC=3)C=CC=2)OC2C(P(C3C=CC=CC=3)C3C=CC=CC=3)=CC=CC1=2.[F:83][C:84]1[CH:92]=[CH:91][CH:90]=[C:89]([F:93])[C:85]=1[C:86]([NH2:88])=[O:87]. Product: [F:83][C:84]1[CH:92]=[CH:91][CH:90]=[C:89]([F:93])[C:85]=1[C:86]([NH:88][C:2]1[CH:7]=[CH:6][CH:5]=[C:4]([C:8]2[C:20]([C:21]3[CH:26]=[CH:25][N:24]=[C:23]([NH:27][C:28]4[CH:33]=[CH:32][CH:31]=[C:30]([F:34])[CH:29]=4)[N:22]=3)=[C:11]3[CH:12]=[CH:13][C:14]([C:16]([F:19])([F:18])[F:17])=[CH:15][N:10]3[N:9]=2)[CH:3]=1)=[O:87]. The catalyst class is: 62. (2) Reactant: [H-].[Na+].[NH:3]1[C:11]2[C:6](=[CH:7][C:8]([CH:12]=[O:13])=[CH:9][CH:10]=2)[CH:5]=[CH:4]1.[CH3:14][Si:15]([CH3:22])([CH3:21])[CH2:16][CH2:17][O:18][CH2:19]Cl.Cl. The catalyst class is: 9. Product: [CH3:14][Si:15]([CH3:22])([CH3:21])[CH2:16][CH2:17][O:18][CH2:19][N:3]1[C:11]2[C:6](=[CH:7][C:8]([CH:12]=[O:13])=[CH:9][CH:10]=2)[CH:5]=[CH:4]1. (3) Reactant: Br[C:2]1[N:6]([CH3:7])[CH:5]=[N:4][CH:3]=1.CON(C)[C:11](=[O:22])[C:12]1[CH:17]=[CH:16][C:15]([C:18]([F:21])([F:20])[F:19])=[N:14][CH:13]=1. Product: [CH3:7][N:6]1[C:2]([C:11]([C:12]2[CH:13]=[N:14][C:15]([C:18]([F:21])([F:19])[F:20])=[CH:16][CH:17]=2)=[O:22])=[CH:3][N:4]=[CH:5]1. The catalyst class is: 1. (4) Reactant: I[CH3:2].[I-].[Na+].C[O:6][C:7]1[N:12]=[CH:11][C:10]([C:13]2[CH:14]=[C:15]([NH:19][C:20]3[N:25]=[C:24]([C:26]([F:29])([F:28])[F:27])[CH:23]=[CH:22][N:21]=3)[CH:16]=[CH:17][CH:18]=2)=[CH:9][CH:8]=1. Product: [CH3:2][N:12]1[CH:11]=[C:10]([C:13]2[CH:18]=[CH:17][CH:16]=[C:15]([NH:19][C:20]3[N:25]=[C:24]([C:26]([F:28])([F:29])[F:27])[CH:23]=[CH:22][N:21]=3)[CH:14]=2)[CH:9]=[CH:8][C:7]1=[O:6]. The catalyst class is: 23. (5) Reactant: [NH2:1][C:2]1[CH:7]=[CH:6][CH:5]=[CH:4][CH:3]=1.[CH:8]1([N:11]([CH2:19][CH3:20])[C:12]2[S:13][CH:14]=[C:15]([CH:17]=O)[N:16]=2)[CH2:10][CH2:9]1.C(O[BH-](OC(=O)C)OC(=O)C)(=O)C.[Na+].[CH3:35][C:36]([CH3:41])([CH3:40])[C:37](Cl)=[O:38].N1C=CC=CC=1. Product: [CH:8]1([N:11]([CH2:19][CH3:20])[C:12]2[S:13][CH:14]=[C:15]([CH2:17][N:1]([C:2]3[CH:7]=[CH:6][CH:5]=[CH:4][CH:3]=3)[C:37](=[O:38])[C:36]([CH3:41])([CH3:40])[CH3:35])[N:16]=2)[CH2:10][CH2:9]1. The catalyst class is: 411. (6) Reactant: [Cl:1][C:2]1[CH:3]=[C:4]([CH2:8][C:9]([C:11]2[CH:16]=[CH:15][C:14]([Cl:17])=[CH:13][CH:12]=2)=[O:10])[CH:5]=[CH:6][CH:7]=1.[C:18]([O:22][CH3:23])(=[O:21])[CH:19]=[CH2:20].CC(C)([O-])C.[K+]. Product: [Cl:1][C:2]1[CH:3]=[C:4]([CH:8]([C:9]([C:11]2[CH:12]=[CH:13][C:14]([Cl:17])=[CH:15][CH:16]=2)=[O:10])[CH2:20][CH2:19][C:18]([O:22][CH3:23])=[O:21])[CH:5]=[CH:6][CH:7]=1. The catalyst class is: 1.